Dataset: Catalyst prediction with 721,799 reactions and 888 catalyst types from USPTO. Task: Predict which catalyst facilitates the given reaction. (1) Reactant: [CH3:1][O:2][C:3](=[O:21])[C:4]1[C:9](Cl)=[CH:8][C:7]([C:11]2[C:16]([CH2:17][CH3:18])=[CH:15][CH:14]=[CH:13][C:12]=2[CH2:19][CH3:20])=[N:6][CH:5]=1.B(CC)(CC)[CH2:23][CH3:24].C([O-])([O-])=O.[Na+].[Na+].CCCCCC. Product: [CH3:1][O:2][C:3](=[O:21])[C:4]1[C:9]([CH2:23][CH3:24])=[CH:8][C:7]([C:11]2[C:16]([CH2:17][CH3:18])=[CH:15][CH:14]=[CH:13][C:12]=2[CH2:19][CH3:20])=[N:6][CH:5]=1. The catalyst class is: 109. (2) Reactant: [CH2:1]([O:8][C:9]1[CH:10]=[C:11]([NH:16][C:17]([NH:19]C(=O)C2C=CC=CC=2)=[S:18])[CH:12]=[C:13]([Br:15])[CH:14]=1)[C:2]1[CH:7]=[CH:6][CH:5]=[CH:4][CH:3]=1.[OH-].[Na+]. Product: [CH2:1]([O:8][C:9]1[CH:10]=[C:11]([NH:16][C:17]([NH2:19])=[S:18])[CH:12]=[C:13]([Br:15])[CH:14]=1)[C:2]1[CH:3]=[CH:4][CH:5]=[CH:6][CH:7]=1. The catalyst class is: 1. (3) Reactant: [CH3:1][C@H:2]([NH:5][C:6](=[O:12])[O:7][C:8]([CH3:11])([CH3:10])[CH3:9])[CH:3]=[O:4].[C-:13]#[N:14].[K+].C(O)(=O)C. Product: [NH2:14][CH2:13][C@H:3]([OH:4])[C@@H:2]([NH:5][C:6](=[O:12])[O:7][C:8]([CH3:11])([CH3:10])[CH3:9])[CH3:1]. The catalyst class is: 5. (4) Reactant: [Br:1][C:2]1[N:7]=[C:6]([NH:8][CH2:9][CH:10]2[CH2:12][O:11]2)[CH:5]=[CH:4][CH:3]=1.[CH2:13]1[C:22]2[C:17](=[CH:18][CH:19]=[CH:20][CH:21]=2)[CH2:16][CH2:15][NH:14]1. Product: [Br:1][C:2]1[N:7]=[C:6]([NH:8][CH2:9][CH:10]([OH:11])[CH2:12][N:14]2[CH2:15][CH2:16][C:17]3[C:22](=[CH:21][CH:20]=[CH:19][CH:18]=3)[CH2:13]2)[CH:5]=[CH:4][CH:3]=1. The catalyst class is: 14. (5) Reactant: [Si]([O:8]/[N:9]=[C:10]1\[CH2:11][CH2:12][C:13]2[C:18]\1=[CH:17][CH:16]=[C:15]([NH:19][C:20]1[C:28]3[C:23](=[CH:24][N:25]=[CH:26][CH:27]=3)[S:22][C:21]=1[C:29]([O:31]CC)=[O:30])[CH:14]=2)(C(C)(C)C)(C)C.O[Li].O. Product: [OH:8]/[N:9]=[C:10]1\[CH2:11][CH2:12][C:13]2[C:18]\1=[CH:17][CH:16]=[C:15]([NH:19][C:20]1[C:28]3[C:23](=[CH:24][N:25]=[CH:26][CH:27]=3)[S:22][C:21]=1[C:29]([OH:31])=[O:30])[CH:14]=2. The catalyst class is: 14.